From a dataset of Full USPTO retrosynthesis dataset with 1.9M reactions from patents (1976-2016). Predict the reactants needed to synthesize the given product. (1) Given the product [CH3:1][O:2][CH2:3][O:4][C:5]1[CH:6]=[C:7]2[C:12](=[CH:13][CH:14]=1)[CH:11]=[C:10]([CH:15]=[CH:28][C:27]([C:18]1[CH:19]=[CH:20][C:21]3[C:26](=[CH:25][CH:24]=[CH:23][CH:22]=3)[CH:17]=1)=[O:29])[CH:9]=[CH:8]2, predict the reactants needed to synthesize it. The reactants are: [CH3:1][O:2][CH2:3][O:4][C:5]1[CH:6]=[C:7]2[C:12](=[CH:13][CH:14]=1)[CH:11]=[C:10]([CH:15]=O)[CH:9]=[CH:8]2.[CH:17]1[C:26]2[C:21](=[CH:22][CH:23]=[CH:24][CH:25]=2)[CH:20]=[CH:19][C:18]=1[C:27](=[O:29])[CH3:28]. (2) Given the product [NH2:1][C:2]1[S:3][CH:4]=[C:5]2[C:10]=1[C:9](=[O:11])[N:8]([C:12]1[CH:13]=[CH:14][C:15]([Cl:18])=[CH:16][CH:17]=1)[N:7]=[C:6]2[C:19]([NH:21][CH3:22])=[O:20], predict the reactants needed to synthesize it. The reactants are: [NH2:1][C:2]1[S:3][CH:4]=[C:5]2[C:10]=1[C:9](=[O:11])[N:8]([C:12]1[CH:17]=[CH:16][C:15]([Cl:18])=[CH:14][CH:13]=1)[N:7]=[C:6]2[C:19]([NH:21][CH:22](C)C)=[O:20].NC1SC=C2C=1C(=O)N(C1C=CC(Cl)=CC=1)N=C2C(O)=O.CN. (3) Given the product [CH2:28]([N:16]1[C:15](=[O:32])[C:14]2[C:18](=[CH:19][CH:20]=[CH:21][C:13]=2[CH3:12])[CH:17]1[CH2:22][C:23]([NH:10][C:9]([NH2:11])=[NH:8])=[O:24])[CH:29]([CH3:31])[CH3:30], predict the reactants needed to synthesize it. The reactants are: CC(C)([O-])C.[K+].[Cl-].[NH2:8][C:9]([NH2:11])=[NH2+:10].[CH3:12][C:13]1[CH:21]=[CH:20][CH:19]=[C:18]2[C:14]=1[C:15](=[O:32])[N:16]([CH2:28][CH:29]([CH3:31])[CH3:30])[CH:17]2[CH2:22][C:23](OCC)=[O:24]. (4) Given the product [CH2:1]([O:8][C:9]1[CH:10]=[CH:11][C:12]([O:26][CH:27]([CH3:29])[CH3:28])=[C:13]([C:15]2[NH:25][C:18]3=[N:19][C:20]([CH2:23][C:30]#[N:31])=[CH:21][CH:22]=[C:17]3[N:16]=2)[CH:14]=1)[C:2]1[CH:7]=[CH:6][CH:5]=[CH:4][CH:3]=1, predict the reactants needed to synthesize it. The reactants are: [CH2:1]([O:8][C:9]1[CH:10]=[CH:11][C:12]([O:26][CH:27]([CH3:29])[CH3:28])=[C:13]([C:15]2[NH:25][C:18]3=[N:19][C:20]([CH2:23]Cl)=[CH:21][CH:22]=[C:17]3[N:16]=2)[CH:14]=1)[C:2]1[CH:7]=[CH:6][CH:5]=[CH:4][CH:3]=1.[C-:30]#[N:31].[K+].O. (5) Given the product [N:1]1[C:10]2[C:5](=[CH:6][C:7]([CH:11]=[C:19]3[S:13][C:14](=[S:15])[NH:16][C:17]3=[O:18])=[CH:8][CH:9]=2)[CH:4]=[N:3][CH:2]=1, predict the reactants needed to synthesize it. The reactants are: [N:1]1[C:10]2[C:5](=[CH:6][C:7]([CH:11]=O)=[CH:8][CH:9]=2)[CH:4]=[N:3][CH:2]=1.[S:13]1[CH2:19][C:17](=[O:18])[NH:16][C:14]1=[S:15].C([O-])(=O)C.[Na+].O. (6) Given the product [F:17][C:18]1[CH:36]=[CH:35][CH:34]=[CH:33][C:19]=1[CH2:20][N:21]1[C:25]2=[N:26][CH:27]=[CH:28][CH:29]=[C:24]2[C:23]([C:30]2[N:32]=[C:13]([NH2:14])[C:12](/[N:11]=[N:10]/[C:4]3[CH:9]=[CH:8][CH:7]=[CH:6][CH:5]=3)=[C:15]([NH2:16])[N:31]=2)=[N:22]1, predict the reactants needed to synthesize it. The reactants are: C[O-].[Na+].[C:4]1([N:10]=[N:11][CH:12]([C:15]#[N:16])[C:13]#[N:14])[CH:9]=[CH:8][CH:7]=[CH:6][CH:5]=1.[F:17][C:18]1[CH:36]=[CH:35][CH:34]=[CH:33][C:19]=1[CH2:20][N:21]1[C:25]2=[N:26][CH:27]=[CH:28][CH:29]=[C:24]2[C:23]([C:30]([NH2:32])=[NH:31])=[N:22]1. (7) Given the product [C:1]([N:8]([CH2:16][C:17]1[CH:22]=[CH:21][C:20]([C:23]([NH:25][C@@H:26]([CH2:27][CH2:28][CH2:29][NH:30][CH:52]2[C:53]3[N:44]=[CH:45][CH:46]=[CH:47][C:48]=3[CH2:49][CH2:50][CH2:51]2)[C:41]([OH:43])=[O:42])=[O:24])=[CH:19][N:18]=1)[CH2:9][C:10]1[CH:15]=[CH:14][CH:13]=[CH:12][N:11]=1)([O:3][C:4]([CH3:6])([CH3:7])[CH3:5])=[O:2], predict the reactants needed to synthesize it. The reactants are: [C:1]([N:8]([CH2:16][C:17]1[CH:22]=[CH:21][C:20]([C:23]([NH:25][C@H:26]([C:41]([OH:43])=[O:42])[CH2:27][CH2:28][CH2:29][NH:30]C(OCC2C=CC=CC=2)=O)=[O:24])=[CH:19][N:18]=1)[CH2:9][C:10]1[CH:15]=[CH:14][CH:13]=[CH:12][N:11]=1)([O:3][C:4]([CH3:7])([CH3:6])[CH3:5])=[O:2].[N:44]1[C:53]2[C:52](=O)[CH2:51][CH2:50][CH2:49][C:48]=2[CH:47]=[CH:46][CH:45]=1.C([BH3-])#N.[Na+]. (8) The reactants are: C(O)(=O)CC(CC(O)=O)(C(O)=O)O.[Cl:14][C:15]1[CH:16]=[CH:17][C:18]([N+:34]([O-:36])=[O:35])=[C:19]([CH:21]([O:29][Si](C)(C)C)[CH2:22][CH2:23][C:24]([O:26][CH2:27][CH3:28])=[O:25])[CH:20]=1. Given the product [Cl:14][C:15]1[CH:16]=[CH:17][C:18]([N+:34]([O-:36])=[O:35])=[C:19]([CH:21]([OH:29])[CH2:22][CH2:23][C:24]([O:26][CH2:27][CH3:28])=[O:25])[CH:20]=1, predict the reactants needed to synthesize it.